This data is from Catalyst prediction with 721,799 reactions and 888 catalyst types from USPTO. The task is: Predict which catalyst facilitates the given reaction. (1) Reactant: [CH2:1]([N:4]([CH2:11][CH:12]=[CH2:13])[C@H:5]1[C@H:9]([NH2:10])[CH2:8][O:7][CH2:6]1)[CH:2]=[CH2:3].C(=O)([O-])[O-].[Na+].[Na+].[C:20](O[C:20]([O:22][C:23]([CH3:26])([CH3:25])[CH3:24])=[O:21])([O:22][C:23]([CH3:26])([CH3:25])[CH3:24])=[O:21]. Product: [CH2:11]([N:4]([CH2:1][CH:2]=[CH2:3])[C@@H:5]1[CH2:6][O:7][CH2:8][C@H:9]1[NH:10][C:20](=[O:21])[O:22][C:23]([CH3:26])([CH3:25])[CH3:24])[CH:12]=[CH2:13]. The catalyst class is: 20. (2) Reactant: Cl.[NH:2]1[CH2:8][CH2:7][CH2:6][CH:5]([OH:9])[CH2:4][CH2:3]1.F[C:11]1[CH:18]=[CH:17][C:14]([C:15]#[N:16])=[CH:13][CH:12]=1.C(=O)([O-])[O-].[K+].[K+]. Product: [OH:9][CH:5]1[CH2:6][CH2:7][CH2:8][N:2]([C:11]2[CH:18]=[CH:17][C:14]([C:15]#[N:16])=[CH:13][CH:12]=2)[CH2:3][CH2:4]1. The catalyst class is: 16. (3) Reactant: [H-].[H-].[H-].[H-].[Li+].[Al+3].[NH2:7][C:8]1[C:13]([C:14](OCC)=[O:15])=[CH:12][N:11]=[C:10]([Cl:19])[CH:9]=1.CO.CCOC(C)=O. Product: [NH2:7][C:8]1[CH:9]=[C:10]([Cl:19])[N:11]=[CH:12][C:13]=1[CH2:14][OH:15]. The catalyst class is: 1. (4) Reactant: [Li+].[OH-].[CH2:3]([N:10]1[CH:15]=[CH:14][N:13]=[C:12]([C:16]([O:18]C)=[O:17])[C:11]1=[O:20])[C:4]1[CH:9]=[CH:8][CH:7]=[CH:6][CH:5]=1.Cl. Product: [CH2:3]([N:10]1[CH:15]=[CH:14][N:13]=[C:12]([C:16]([OH:18])=[O:17])[C:11]1=[O:20])[C:4]1[CH:5]=[CH:6][CH:7]=[CH:8][CH:9]=1. The catalyst class is: 36.